Dataset: Forward reaction prediction with 1.9M reactions from USPTO patents (1976-2016). Task: Predict the product of the given reaction. (1) Given the reactants [F:1][C:2]1[CH:3]=[CH:4][C:5]2[N:9]=[C:8]([C@@H:10]([NH2:12])[CH3:11])[N:7]([C:13]3[CH:18]=[CH:17][CH:16]=[CH:15][N:14]=3)[C:6]=2[CH:19]=1.Cl[C:21]1[N:29]=[CH:28][N:27]=[C:26]2[C:22]=1[N:23]=[CH:24][N:25]2C1CCCCO1.CCN(C(C)C)C(C)C, predict the reaction product. The product is: [F:1][C:2]1[CH:3]=[CH:4][C:5]2[N:9]=[C:8]([CH:10]([NH:12][C:21]3[N:29]=[CH:28][N:27]=[C:26]4[C:22]=3[N:23]=[CH:24][NH:25]4)[CH3:11])[N:7]([C:13]3[CH:18]=[CH:17][CH:16]=[CH:15][N:14]=3)[C:6]=2[CH:19]=1. (2) Given the reactants [CH3:1][O:2][C:3](=[O:15])[C:4](=[N:6][NH:7][C:8]1[CH:13]=[CH:12][C:11]([F:14])=[CH:10][CH:9]=1)Cl.[CH2:16]([O:23][C:24](=[O:30])[CH:25]=[CH:26][CH:27]([CH3:29])[CH3:28])[C:17]1[CH:22]=[CH:21][CH:20]=[CH:19][CH:18]=1, predict the reaction product. The product is: [CH3:1][O:2][C:3]([C:4]1[CH:26]([CH:27]([CH3:29])[CH3:28])[CH:25]([C:24]([O:23][CH2:16][C:17]2[CH:18]=[CH:19][CH:20]=[CH:21][CH:22]=2)=[O:30])[N:7]([C:8]2[CH:13]=[CH:12][C:11]([F:14])=[CH:10][CH:9]=2)[N:6]=1)=[O:15].